This data is from Peptide-MHC class II binding affinity with 134,281 pairs from IEDB. The task is: Regression. Given a peptide amino acid sequence and an MHC pseudo amino acid sequence, predict their binding affinity value. This is MHC class II binding data. The peptide sequence is VLAPYMPDVLEKLEL. The MHC is DRB1_1301 with pseudo-sequence DRB1_1301. The binding affinity (normalized) is 0.267.